From a dataset of Full USPTO retrosynthesis dataset with 1.9M reactions from patents (1976-2016). Predict the reactants needed to synthesize the given product. (1) Given the product [NH:20]1[CH:21]=[CH:22][CH:23]=[C:19]1[C:17]1[N:16]=[C:15]2[CH2:31][CH2:32][CH2:33][C:14]2=[C:13]([NH:12][C:9]2[CH:8]=[CH:7][C:6]([CH2:5][C:4]([NH2:35])=[O:34])=[CH:11][CH:10]=2)[CH:18]=1, predict the reactants needed to synthesize it. The reactants are: C(O[C:4](=[O:34])[CH2:5][C:6]1[CH:11]=[CH:10][C:9]([NH:12][C:13]2[CH:18]=[C:17]([C:19]3[N:20](C(OC(C)(C)C)=O)[CH:21]=[CH:22][CH:23]=3)[N:16]=[C:15]3[CH2:31][CH2:32][CH2:33][C:14]=23)=[CH:8][CH:7]=1)C.[NH3:35]. (2) Given the product [S:4]1[CH:5]=[CH:6][C:2]([CH:24]([CH:17]2[CH2:22][CH2:21][CH2:20][CH2:19][CH2:18]2)[OH:26])=[C:3]1[C:7]1[S:8][CH:9]=[CH:10][CH:11]=1, predict the reactants needed to synthesize it. The reactants are: Br[C:2]1[CH:6]=[CH:5][S:4][C:3]=1[C:7]1[S:8][CH:9]=[CH:10][CH:11]=1.C([Li])CCC.[C:17]1(=O)[CH2:22][CH2:21][CH2:20][CH2:19][CH2:18]1.[CH2:24]([O:26]CC)C. (3) Given the product [CH3:1][C:2]1[C:7]([O:8][C:9]2[CH:14]=[CH:13][CH:12]=[CH:11][CH:10]=2)=[CH:6][CH:5]=[CH:4][N+:3]=1[O-:20], predict the reactants needed to synthesize it. The reactants are: [CH3:1][C:2]1[C:7]([O:8][C:9]2[CH:14]=[CH:13][CH:12]=[CH:11][CH:10]=2)=[CH:6][CH:5]=[CH:4][N:3]=1.ClC1C=C(C=CC=1)C(OO)=[O:20].